This data is from Catalyst prediction with 721,799 reactions and 888 catalyst types from USPTO. The task is: Predict which catalyst facilitates the given reaction. (1) Reactant: C(NC(C)C)(C)C.[CH2:8]([Li])[CH2:9][CH2:10][CH3:11].[S:13]1C=C[CH:15]=[C:14]1CC(O)=O.I[CH3:23].CC[O:26][C:27](C)=[O:28]. Product: [CH3:11][C:10]([C:9]1[S:13][CH:14]=[CH:15][CH:8]=1)([CH3:23])[C:27]([OH:28])=[O:26]. The catalyst class is: 1. (2) Reactant: [C:1]([O:5][C:6]([NH:8][CH2:9][C:10]1[N:15]=[C:14]([C:16]([O:18][CH2:19][CH3:20])=[O:17])[CH:13]=[CH:12][CH:11]=1)=[O:7])([CH3:4])([CH3:3])[CH3:2]. Product: [C:1]([O:5][C:6]([NH:8][CH2:9][CH:10]1[NH:15][CH:14]([C:16]([O:18][CH2:19][CH3:20])=[O:17])[CH2:13][CH2:12][CH2:11]1)=[O:7])([CH3:4])([CH3:3])[CH3:2]. The catalyst class is: 52. (3) Reactant: Br[C:2](Br)=[CH:3][CH:4]1[CH2:7][CH:6]([CH2:8][CH:9]([CH3:11])[CH3:10])[CH2:5]1.C([Li])CCC.[Si:18]([O:35][CH2:36][CH2:37][CH:38]([C:47](=[O:52])NCOC)[CH2:39][C:40]([O:42][C:43]([CH3:46])([CH3:45])[CH3:44])=[O:41])([C:31]([CH3:34])([CH3:33])[CH3:32])([C:25]1[CH:30]=[CH:29][CH:28]=[CH:27][CH:26]=1)[C:19]1[CH:24]=[CH:23][CH:22]=[CH:21][CH:20]=1.[Cl-].[NH4+]. Product: [Si:18]([O:35][CH2:36][CH2:37][CH:38]([C:47](=[O:52])[C:2]#[C:3][CH:4]1[CH2:7][CH:6]([CH2:8][CH:9]([CH3:11])[CH3:10])[CH2:5]1)[CH2:39][C:40]([O:42][C:43]([CH3:46])([CH3:45])[CH3:44])=[O:41])([C:31]([CH3:32])([CH3:34])[CH3:33])([C:25]1[CH:30]=[CH:29][CH:28]=[CH:27][CH:26]=1)[C:19]1[CH:20]=[CH:21][CH:22]=[CH:23][CH:24]=1. The catalyst class is: 30. (4) Reactant: [C:1]1([S:7][CH2:8][C@H:9]([NH:14][C:15]2[CH:20]=[CH:19][C:18]([S:21](=[O:24])(=[O:23])[NH2:22])=[CH:17][C:16]=2[S:25]([C:28]([F:31])([F:30])[F:29])(=[O:27])=[O:26])[CH2:10][C:11](O)=[O:12])[CH:6]=[CH:5][CH:4]=[CH:3][CH:2]=1.CN(C(ON1N=NC2C=CC=NC1=2)=[N+](C)C)C.F[P-](F)(F)(F)(F)F.[NH:56]1[CH2:61][CH2:60][O:59][CH2:58][CH2:57]1.CCN(C(C)C)C(C)C. Product: [O:59]1[CH2:60][CH2:61][N:56]([C:11](=[O:12])[CH2:10][C@@H:9]([NH:14][C:15]2[CH:20]=[CH:19][C:18]([S:21]([NH2:22])(=[O:24])=[O:23])=[CH:17][C:16]=2[S:25]([C:28]([F:31])([F:29])[F:30])(=[O:27])=[O:26])[CH2:8][S:7][C:1]2[CH:6]=[CH:5][CH:4]=[CH:3][CH:2]=2)[CH2:57][CH2:58]1. The catalyst class is: 474.